From a dataset of Forward reaction prediction with 1.9M reactions from USPTO patents (1976-2016). Predict the product of the given reaction. (1) Given the reactants O.O.[C:3]([O-:15])(=[O:14])[CH2:4][C:5]([CH2:10][C:11]([O-:13])=[O:12])([C:7]([O-:9])=[O:8])[OH:6].[Na+].[Na+].[Na+].O.[C:20]([OH:32])(=[O:31])[CH2:21][C:22]([CH2:27][C:28]([OH:30])=[O:29])([C:24]([OH:26])=[O:25])[OH:23], predict the reaction product. The product is: [OH2:6].[C:20]([OH:32])(=[O:31])[CH2:21][C:22]([CH2:27][C:28]([OH:30])=[O:29])([C:24]([OH:26])=[O:25])[OH:23].[C:3]([O-:15])(=[O:14])[CH2:4][C:5]([CH2:10][C:11]([O-:13])=[O:12])([C:7]([O-:9])=[O:8])[OH:6]. (2) Given the reactants [N+:1]([C:4]1[CH:13]=[CH:12][CH:11]=[CH:10][C:5]=1[C:6]([NH:8][NH2:9])=O)([O-:3])=[O:2].[CH3:14][C:15]1[O:16][C:17](=[O:25])[C:18]2[CH:24]=[CH:23][CH:22]=[CH:21][C:19]=2[N:20]=1.CN1CCCC1=O, predict the reaction product. The product is: [CH3:14][C:15]1[N:20]([C:19]2[CH:21]=[CH:22][CH:23]=[CH:24][C:18]=2[C:17]([OH:25])=[O:16])[C:6]([C:5]2[CH:10]=[CH:11][CH:12]=[CH:13][C:4]=2[N+:1]([O-:3])=[O:2])=[N:8][N:9]=1. (3) The product is: [F:24][C:25]1[CH:30]=[C:29]([F:31])[CH:28]=[CH:27][C:26]=1[NH:32][C:33](=[O:34])[NH:1][C:2]1[CH:7]=[CH:6][C:5]([C:8]2[S:9][CH:10]=[C:11]([C:13]([NH:15][C@@H:16]([CH:21]([CH3:23])[CH3:22])[C:17]([O:19][CH3:20])=[O:18])=[O:14])[N:12]=2)=[CH:4][CH:3]=1. Given the reactants [NH2:1][C:2]1[CH:7]=[CH:6][C:5]([C:8]2[S:9][CH:10]=[C:11]([C:13]([NH:15][C@@H:16]([CH:21]([CH3:23])[CH3:22])[C:17]([O:19][CH3:20])=[O:18])=[O:14])[N:12]=2)=[CH:4][CH:3]=1.[F:24][C:25]1[CH:30]=[C:29]([F:31])[CH:28]=[CH:27][C:26]=1[N:32]=[C:33]=[O:34], predict the reaction product. (4) Given the reactants [H-].[Na+].[O:3]=[C:4]([CH2:11][CH2:12][CH3:13])[CH2:5][C:6]([O:8][CH2:9][CH3:10])=[O:7].Br[CH2:15][C:16]1[CH:21]=[CH:20][C:19]([C:22]2[C:23]([C:28]#[N:29])=[CH:24][CH:25]=[CH:26][CH:27]=2)=[C:18]([N+:30]([O-:32])=[O:31])[CH:17]=1.Cl, predict the reaction product. The product is: [C:28]([C:23]1[CH:24]=[CH:25][CH:26]=[CH:27][C:22]=1[C:19]1[CH:20]=[CH:21][C:16]([CH2:15][CH:5]([C:4](=[O:3])[CH2:11][CH2:12][CH3:13])[C:6]([O:8][CH2:9][CH3:10])=[O:7])=[CH:17][C:18]=1[N+:30]([O-:32])=[O:31])#[N:29]. (5) Given the reactants N(C(OCC)=O)=NC(OCC)=O.[Br:13][C:14]1[CH:33]=[CH:32][C:17]([NH:18][C:19]2[C:28]3[C:23](=[CH:24][C:25]([OH:31])=[C:26]([O:29][CH3:30])[CH:27]=3)[N:22]=[CH:21][N:20]=2)=[C:16]([F:34])[CH:15]=1.C1(P(C2C=CC=CC=2)C2C=CC=CC=2)C=CC=CC=1.[O:54]=[S:55]1(=[O:65])[CH2:60][CH2:59][N:58]([CH2:61][CH2:62][CH2:63]O)[CH2:57][CH2:56]1.C(Cl)[Cl:67], predict the reaction product. The product is: [ClH:67].[Br:13][C:14]1[CH:33]=[CH:32][C:17]([NH:18][C:19]2[C:28]3[C:23](=[CH:24][C:25]([O:31][CH2:63][CH2:62][CH2:61][N:58]4[CH2:57][CH2:56][S:55](=[O:65])(=[O:54])[CH2:60][CH2:59]4)=[C:26]([O:29][CH3:30])[CH:27]=3)[N:22]=[CH:21][N:20]=2)=[C:16]([F:34])[CH:15]=1. (6) Given the reactants Cl[C:2]1[N:3]=[C:4]([N:22]2[CH2:27][CH2:26][O:25][CH2:24][CH2:23]2)[C:5]2[N:10]=[C:9]([CH2:11][N:12]3[CH2:17][CH2:16][N:15]([S:18]([CH3:21])(=[O:20])=[O:19])[CH2:14][CH2:13]3)[S:8][C:6]=2[N:7]=1.CC1(C)C(C)(C)OB([C:36]2[CH:37]=[CH:38][C:39]([NH2:42])=[N:40][CH:41]=2)O1, predict the reaction product. The product is: [CH3:21][S:18]([N:15]1[CH2:16][CH2:17][N:12]([CH2:11][C:9]2[S:8][C:6]3[N:7]=[C:2]([C:36]4[CH:37]=[CH:38][C:39]([NH2:42])=[N:40][CH:41]=4)[N:3]=[C:4]([N:22]4[CH2:27][CH2:26][O:25][CH2:24][CH2:23]4)[C:5]=3[N:10]=2)[CH2:13][CH2:14]1)(=[O:20])=[O:19]. (7) Given the reactants CC1(C)C(C)(C)OB([C:9]2[CH:10]=[C:11]([C:14]([O:16][CH3:17])=[O:15])[S:12][CH:13]=2)O1.Br[C:20]1[CH:21]=[N:22][N:23]2[CH:28]=[C:27](C3C=NC=CC=3)[CH:26]=[N:25][C:24]=12.C(=O)(O)[O-].[Na+].O1[CH2:45][CH2:44]OCC1, predict the reaction product. The product is: [N:22]1[CH:45]=[CH:44][CH:24]=[C:20]([N:25]2[CH:26]=[CH:27][C:28]3=[C:20]([C:9]4[CH:10]=[C:11]([C:14]([O:16][CH3:17])=[O:15])[S:12][CH:13]=4)[CH:21]=[N:22][N:23]3[CH2:24]2)[CH:21]=1. (8) Given the reactants [CH3:1][N:2]([CH3:20])[CH2:3][CH2:4][CH:5]([C:8]1[N:9]=[C:10]([C:13]2[CH:18]=[CH:17][C:16]([F:19])=[CH:15][CH:14]=2)[O:11][CH:12]=1)[C:6]#[N:7].[BH4-].[Na+], predict the reaction product. The product is: [F:19][C:16]1[CH:15]=[CH:14][C:13]([C:10]2[O:11][CH:12]=[C:8]([CH:5]([CH2:6][NH2:7])[CH2:4][CH2:3][N:2]([CH3:20])[CH3:1])[N:9]=2)=[CH:18][CH:17]=1. (9) Given the reactants Cl[C:2]1C=CC=C(C(OO)=O)[CH:3]=1.C(S[C:15]1[C:16]([C:21]([NH:23][C:24]2[CH:29]=[CH:28][C:27]([C:30]([F:33])([F:32])[F:31])=[CH:26][N:25]=2)=[O:22])=[N:17][CH:18]=[CH:19][CH:20]=1)C.C(=O)(O)[O-].[Na+].[S:39]([O-:43])([O-])(=[O:41])=S.[Na+].[Na+], predict the reaction product. The product is: [CH2:2]([S:39]([C:15]1[C:16]([C:21]([NH:23][C:24]2[CH:29]=[CH:28][C:27]([C:30]([F:32])([F:33])[F:31])=[CH:26][N:25]=2)=[O:22])=[N:17][CH:18]=[CH:19][CH:20]=1)(=[O:43])=[O:41])[CH3:3].